From a dataset of Forward reaction prediction with 1.9M reactions from USPTO patents (1976-2016). Predict the product of the given reaction. (1) Given the reactants [Cl:1][C:2]1[C:11]2[NH:10][C:9](=[O:12])[C:8]3[S:13][CH:14]=[CH:15][C:7]=3[C:6]=2[C:5]([C:16]2[CH:21]=[CH:20][C:19]([C:22]3([CH2:25][NH:26]C(=O)OC(C)(C)C)[CH2:24][CH2:23]3)=[CH:18][CH:17]=2)=[C:4]([O:34]C)[CH:3]=1.BrB(Br)Br, predict the reaction product. The product is: [ClH:1].[NH2:26][CH2:25][C:22]1([C:19]2[CH:18]=[CH:17][C:16]([C:5]3[C:6]4[C:7]5[CH:15]=[CH:14][S:13][C:8]=5[C:9](=[O:12])[NH:10][C:11]=4[C:2]([Cl:1])=[CH:3][C:4]=3[OH:34])=[CH:21][CH:20]=2)[CH2:23][CH2:24]1. (2) Given the reactants [F:1][C:2]([F:18])([F:17])[C:3]1[CH:8]=[C:7]([O:9][C:10]2[CH:15]=[CH:14][C:13]([NH2:16])=[CH:12][CH:11]=2)[CH:6]=[CH:5][N:4]=1.[F:19][C:20]([F:31])([F:30])[C:21]1[CH:26]=[CH:25][CH:24]=[C:23]([N:27]=[C:28]=[O:29])[CH:22]=1, predict the reaction product. The product is: [F:19][C:20]([F:30])([F:31])[C:21]1[CH:22]=[C:23]([NH:27][C:28]([NH:16][C:13]2[CH:14]=[CH:15][C:10]([O:9][C:7]3[CH:6]=[CH:5][N:4]=[C:3]([C:2]([F:1])([F:17])[F:18])[CH:8]=3)=[CH:11][CH:12]=2)=[O:29])[CH:24]=[CH:25][CH:26]=1. (3) Given the reactants C([O:8][CH:9]1[CH2:15][CH:14]2[N:16]([CH2:17][C@H:18]3[CH2:23][N:22]([S:24]([C:27]4[S:28][CH:29]=[CH:30][CH:31]=4)(=[O:26])=[O:25])[CH2:21][CH2:20][N:19]3[C:32]3[CH:37]=[CH:36][C:35]([C:38]([OH:44])([CH3:43])[C:39]([F:42])([F:41])[F:40])=[CH:34][CH:33]=3)[CH:10]1[CH2:11][O:12][CH2:13]2)C1C=CC=CC=1.C(Cl)Cl.B(Cl)(Cl)Cl, predict the reaction product. The product is: [S:28]1[CH:29]=[CH:30][CH:31]=[C:27]1[S:24]([N:22]1[CH2:21][CH2:20][N:19]([C:32]2[CH:37]=[CH:36][C:35]([C:38]([OH:44])([CH3:43])[C:39]([F:42])([F:41])[F:40])=[CH:34][CH:33]=2)[C@@H:18]([CH2:17][N:16]2[CH:10]3[CH:9]([OH:8])[CH2:15][CH:14]2[CH2:13][O:12][CH2:11]3)[CH2:23]1)(=[O:25])=[O:26]. (4) Given the reactants Cl.[CH3:2][O:3][C:4]([C:6]1[N:7]([C:20]2[CH:25]=[CH:24][CH:23]=[CH:22][CH:21]=2)[C:8]2[C:13]([C:14](=[O:18])[C:15]=1[CH2:16][NH2:17])=[CH:12][CH:11]=[C:10]([Cl:19])[CH:9]=2)=[O:5].[C:26](Cl)(=[O:30])[CH:27]([CH3:29])[CH3:28], predict the reaction product. The product is: [CH3:2][O:3][C:4]([C:6]1[N:7]([C:20]2[CH:25]=[CH:24][CH:23]=[CH:22][CH:21]=2)[C:8]2[C:13]([C:14](=[O:18])[C:15]=1[CH2:16][NH:17][C:26](=[O:30])[CH:27]([CH3:29])[CH3:28])=[CH:12][CH:11]=[C:10]([Cl:19])[CH:9]=2)=[O:5].